From a dataset of Reaction yield outcomes from USPTO patents with 853,638 reactions. Predict the reaction yield, written as a fraction of the theoretical maximum amount of product (1.0 means a 100% yield; for example, 0.34 means a 34% yield). (1) The reactants are Cl.C(OC([N:9]1[CH2:14][CH2:13][CH:12]([C:15]2[N:16]([CH3:31])[CH:17]=[C:18]([C:20]3[CH:25]=[CH:24][C:23]([F:26])=[C:22]([C:27]([F:30])([F:29])[F:28])[CH:21]=3)[N:19]=2)[CH2:11][CH2:10]1)=O)(C)(C)C.Cl[C:33]1[N:38]=[CH:37][N:36]=[C:35]2[NH:39][N:40]=[CH:41][C:34]=12.C(N(CC)CC)C. The catalyst is ClCCl. The yield is 0.927. The product is [F:26][C:23]1[CH:24]=[CH:25][C:20]([C:18]2[NH:19][CH:15]([CH:12]3[CH2:11][CH2:10][N:9]([C:33]4[N:38]=[CH:37][N:36]=[C:35]5[NH:39][N:40]=[CH:41][C:34]=45)[CH2:14][CH2:13]3)[N:16]([CH3:31])[CH:17]=2)=[CH:21][C:22]=1[C:27]([F:29])([F:28])[F:30]. (2) The reactants are [F:1][C:2]1[CH:7]=[CH:6][CH:5]=[C:4]([F:8])[C:3]=1[N:9]1[C:14]2[N:15]=[C:16](S(C)=O)[N:17]=[C:18]([C:19]3[CH:20]=[C:21]([CH:30]=[CH:31][C:32]=3[CH3:33])[C:22]([NH:24][C:25]3[S:26][CH:27]=[CH:28][N:29]=3)=[O:23])[C:13]=2[CH2:12][NH:11][C:10]1=[O:37].CC(N)C(C)[NH2:41].[CH2:44]([N:46]([CH2:49]C)[CH2:47]C)[CH3:45]. The catalyst is ClCCl. The product is [F:1][C:2]1[CH:7]=[CH:6][CH:5]=[C:4]([F:8])[C:3]=1[N:9]1[C:14]2[N:15]=[C:16]([NH:41][CH2:45][CH2:44][N:46]([CH3:49])[CH3:47])[N:17]=[C:18]([C:19]3[CH:20]=[C:21]([CH:30]=[CH:31][C:32]=3[CH3:33])[C:22]([NH:24][C:25]3[S:26][CH:27]=[CH:28][N:29]=3)=[O:23])[C:13]=2[CH2:12][NH:11][C:10]1=[O:37]. The yield is 0.540.